Task: Regression. Given a peptide amino acid sequence and an MHC pseudo amino acid sequence, predict their binding affinity value. This is MHC class I binding data.. Dataset: Peptide-MHC class I binding affinity with 185,985 pairs from IEDB/IMGT (1) The peptide sequence is LYNTVCVIW. The MHC is Mamu-B52 with pseudo-sequence Mamu-B52. The binding affinity (normalized) is 0.386. (2) The peptide sequence is VVRRRGRSPR. The MHC is Patr-A0101 with pseudo-sequence Patr-A0101. The binding affinity (normalized) is 0.173. (3) The peptide sequence is ERPAFGIQK. The MHC is HLA-A69:01 with pseudo-sequence HLA-A69:01. The binding affinity (normalized) is 0.0847.